Dataset: Full USPTO retrosynthesis dataset with 1.9M reactions from patents (1976-2016). Task: Predict the reactants needed to synthesize the given product. (1) Given the product [C:24]([N:10]1[CH2:11][CH2:12][C:6]2[CH:5]=[C:4]([O:3][CH3:2])[C:14]([O:15][CH3:16])=[CH:13][C:7]=2[CH2:8][CH2:9]1)(=[O:27])[CH:25]=[CH2:26], predict the reactants needed to synthesize it. The reactants are: Cl.[CH3:2][O:3][C:4]1[C:14]([O:15][CH3:16])=[CH:13][C:7]2[CH2:8][CH2:9][NH:10][CH2:11][CH2:12][C:6]=2[CH:5]=1.C(N(CC)CC)C.[C:24](Cl)(=[O:27])[CH:25]=[CH2:26]. (2) Given the product [OH:26][CH2:25][CH2:16][CH2:15][CH2:14][CH2:13][CH2:12][CH2:11][CH2:10][CH2:9][CH2:8][CH2:7][CH2:6][O:4][CH2:5][CH2:28][OH:29].[CH2:22]([OH:27])[CH2:23][CH2:24][CH2:25][OH:26], predict the reactants needed to synthesize it. The reactants are: [Cl-].[Ca+2].[Cl-].[O:4]1[CH:6]([CH2:7][CH2:8][CH2:9][CH2:10][CH2:11][CH2:12][CH2:13][CH2:14][CH2:15][CH3:16])[CH2:5]1.S(=O)(=O)(O)O.[CH2:22]([OH:27])[CH2:23][CH2:24][CH2:25][OH:26].[C:28](=O)([O-])[OH:29].[Na+]. (3) Given the product [F:26][C:22]1([F:25])[CH2:21][CH2:20][CH:19]([CH2:18][C:10]2[N:6]3[C:7]([CH3:9])=[CH:8][C:3]([C:1]#[N:2])=[CH:4][C:5]3=[N:12][C:11]=2[C:36]([OH:35])([CH3:32])[CH3:27])[CH2:24][CH2:23]1, predict the reactants needed to synthesize it. The reactants are: [C:1]([C:3]1[CH:8]=[C:7]([CH3:9])[N:6]2[C:10]([CH2:18][CH:19]3[CH2:24][CH2:23][C:22]([F:26])([F:25])[CH2:21][CH2:20]3)=[C:11](C(OCC)=O)[N:12]=[C:5]2[CH:4]=1)#[N:2].[CH3:27][Mg]Br.[Cl-].[NH4+].[CH2:32]1[CH2:36][O:35]CC1. (4) Given the product [OH:1][CH:2]([C:6]1[O:10][N:9]=[C:8]([C:11]([OH:13])=[O:12])[CH:7]=1)[CH:3]([CH3:5])[CH3:4], predict the reactants needed to synthesize it. The reactants are: [OH:1][CH:2]([C:6]1[O:10][N:9]=[C:8]([C:11]([O:13]CC)=[O:12])[CH:7]=1)[CH:3]([CH3:5])[CH3:4].[OH-].[Na+]. (5) Given the product [CH3:1][C:2]1([CH3:15])[C:11]2[C:6](=[CH:7][C:8]([N+:12]([O-:14])=[O:13])=[CH:9][CH:10]=2)[N:5]([C:21](=[O:23])[CH3:22])[CH2:4][CH2:3]1, predict the reactants needed to synthesize it. The reactants are: [CH3:1][C:2]1([CH3:15])[C:11]2[C:6](=[CH:7][C:8]([N+:12]([O-:14])=[O:13])=[CH:9][CH:10]=2)[NH:5][CH2:4][CH2:3]1.C([O-])(O)=O.[Na+].[C:21](OC(=O)C)(=[O:23])[CH3:22].